From a dataset of Reaction yield outcomes from USPTO patents with 853,638 reactions. Predict the reaction yield, written as a fraction of the theoretical maximum amount of product (1.0 means a 100% yield; for example, 0.34 means a 34% yield). (1) The reactants are [C:1](OC(=O)C)(=[O:3])[CH3:2].[NH2:8][CH:9]1[C:15](=[O:16])[N:14]2[CH:17]([C:21]([O:23][C:24]([CH3:27])([CH3:26])[CH3:25])=[O:22])[CH2:18][CH2:19][CH2:20][N:13]2[C:12](=[O:28])[CH2:11][CH2:10]1.C(N(C(C)C)CC)(C)C.C(Cl)Cl. The catalyst is CCOC(C)=O. The product is [C:1]([NH:8][C@@H:9]1[C:15](=[O:16])[N:14]2[C@H:17]([C:21]([O:23][C:24]([CH3:25])([CH3:27])[CH3:26])=[O:22])[CH2:18][CH2:19][CH2:20][N:13]2[C:12](=[O:28])[CH2:11][CH2:10]1)(=[O:3])[CH3:2]. The yield is 0.710. (2) The reactants are [OH:1][C:2]1[CH:3]=[C:4]2[C:8](=[CH:9][CH:10]=1)[CH:7]([NH:11][S:12]([CH:15]([CH3:17])[CH3:16])(=[O:14])=[O:13])[CH2:6][CH2:5]2.C(=O)([O-])[O-].[K+].[K+].Br[CH2:25][C:26]1[CH:31]=[CH:30][CH:29]=[CH:28][C:27]=1[C:32]([F:35])([F:34])[F:33]. The catalyst is CN(C)C=O. The product is [F:33][C:32]([F:34])([F:35])[C:27]1[CH:28]=[CH:29][CH:30]=[CH:31][C:26]=1[CH2:25][O:1][C:2]1[CH:3]=[C:4]2[C:8](=[CH:9][CH:10]=1)[CH:7]([NH:11][S:12]([CH:15]([CH3:17])[CH3:16])(=[O:14])=[O:13])[CH2:6][CH2:5]2. The yield is 0.420. (3) The catalyst is CN(C)C=O. The reactants are [C:1]1([NH:7][C:8](=[O:17])[CH2:9][C:10]2[CH:15]=[CH:14][C:13](Br)=[CH:12][CH:11]=2)[CH:6]=[CH:5][CH:4]=[CH:3][CH:2]=1.[B:18]1([B:18]2[O:22][C:21]([CH3:24])([CH3:23])[C:20]([CH3:26])([CH3:25])[O:19]2)[O:22][C:21]([CH3:24])([CH3:23])[C:20]([CH3:26])([CH3:25])[O:19]1.C([O-])(=O)C.[K+].ClCCl. The yield is 0.890. The product is [C:1]1([NH:7][C:8](=[O:17])[CH2:9][C:10]2[CH:15]=[CH:14][C:13]([B:18]3[O:22][C:21]([CH3:24])([CH3:23])[C:20]([CH3:26])([CH3:25])[O:19]3)=[CH:12][CH:11]=2)[CH:6]=[CH:5][CH:4]=[CH:3][CH:2]=1. (4) The reactants are [N:1]1[CH:6]=[CH:5][CH:4]=[C:3]([C:7]2[S:8][C:9]([NH2:12])=[CH:10][N:11]=2)[CH:2]=1.[Cl:13]N1C(=O)CCC1=O. The catalyst is O1CCOCC1. The product is [ClH:13].[Cl:13][C:10]1[N:11]=[C:7]([C:3]2[CH:2]=[N:1][CH:6]=[CH:5][CH:4]=2)[S:8][C:9]=1[NH2:12]. The yield is 0.850. (5) The reactants are [NH2:1][C:2]1[CH:7]=[C:6]([Cl:8])[CH:5]=[CH:4][N:3]=1.[CH3:9][C:10]([CH3:15])([CH3:14])[C:11](Cl)=[O:12]. The catalyst is N1C=CC=CC=1. The product is [Cl:8][C:6]1[CH:5]=[CH:4][N:3]=[C:2]([NH:1][C:11](=[O:12])[C:10]([CH3:15])([CH3:14])[CH3:9])[CH:7]=1. The yield is 0.700. (6) The reactants are [NH2:1][C:2]1[C:3]2[C:13]([O:14][CH2:15][C@H:16]3[CH2:21][CH2:20][CH2:19][N:18]([C:22](=[O:27])[CH2:23][CH:24]([CH3:26])[CH3:25])[CH2:17]3)=[CH:12][CH:11]=[CH:10][C:4]=2[NH:5][S:6](=[O:9])(=[O:8])[N:7]=1.C([O-])(O)=O.[Na+:32]. The catalyst is O. The product is [NH2:1][C:2]1[C:3]2[C:13]([O:14][CH2:15][C@H:16]3[CH2:21][CH2:20][CH2:19][N:18]([C:22](=[O:27])[CH2:23][CH:24]([CH3:25])[CH3:26])[CH2:17]3)=[CH:12][CH:11]=[CH:10][C:4]=2[N-:5][S:6](=[O:8])(=[O:9])[N:7]=1.[Na+:32]. The yield is 1.00. (7) The reactants are [Br:1][C:2]1[CH:15]=[CH:14][C:5]([CH2:6][S:7]([CH2:10][C:11](O)=O)(=[O:9])=[O:8])=[CH:4][CH:3]=1.[Cl:16][C:17]1[CH:24]=[CH:23][C:20](C=O)=[CH:19][CH:18]=1. No catalyst specified. The product is [Br:1][C:2]1[CH:15]=[CH:14][C:5]([CH2:6][S:7](/[CH:10]=[CH:11]/[C:20]2[CH:23]=[CH:24][C:17]([Cl:16])=[CH:18][CH:19]=2)(=[O:9])=[O:8])=[CH:4][CH:3]=1. The yield is 0.880.